From a dataset of CYP2C9 inhibition data for predicting drug metabolism from PubChem BioAssay. Regression/Classification. Given a drug SMILES string, predict its absorption, distribution, metabolism, or excretion properties. Task type varies by dataset: regression for continuous measurements (e.g., permeability, clearance, half-life) or binary classification for categorical outcomes (e.g., BBB penetration, CYP inhibition). Dataset: cyp2c9_veith. The drug is CCOc1ccc(-c2nnn(CC(=O)Nc3cc(OC)ccc3OC)n2)cc1OCC. The result is 0 (non-inhibitor).